Dataset: Full USPTO retrosynthesis dataset with 1.9M reactions from patents (1976-2016). Task: Predict the reactants needed to synthesize the given product. (1) Given the product [F:15][C:16]1[CH:22]=[CH:21][C:19]([NH:20][C:2]2[CH:11]=[CH:10][C:5]([C:6]([O:8][CH3:9])=[O:7])=[CH:4][C:3]=2[N+:12]([O-:14])=[O:13])=[CH:18][CH:17]=1, predict the reactants needed to synthesize it. The reactants are: F[C:2]1[CH:11]=[CH:10][C:5]([C:6]([O:8][CH3:9])=[O:7])=[CH:4][C:3]=1[N+:12]([O-:14])=[O:13].[F:15][C:16]1[CH:22]=[CH:21][C:19]([NH2:20])=[CH:18][CH:17]=1.CCN(C(C)C)C(C)C.O. (2) Given the product [Cl:37][C:38]1[CH:43]=[CH:42][C:41]([O:36][CH:34]2[CH2:33][N:32]([C:30]([N:26]3[CH2:27][CH2:28][CH2:29][N:23]([CH:19]4[CH2:22][CH2:21][CH2:20]4)[CH2:24][CH2:25]3)=[O:31])[CH2:35]2)=[C:40]([F:45])[CH:39]=1, predict the reactants needed to synthesize it. The reactants are: CC1C=NC2C(C=1C)=CC=C1C=2N=CC(C)=C1C.[CH:19]1([N:23]2[CH2:29][CH2:28][CH2:27][N:26]([C:30]([N:32]3[CH2:35][CH:34]([OH:36])[CH2:33]3)=[O:31])[CH2:25][CH2:24]2)[CH2:22][CH2:21][CH2:20]1.[Cl:37][C:38]1[CH:43]=[CH:42][C:41](I)=[C:40]([F:45])[CH:39]=1. (3) Given the product [F:1][C:2]([F:9])([F:8])[C:3](=[O:4])[CH2:11][C:10]([O:13][CH2:14][CH3:15])=[O:12], predict the reactants needed to synthesize it. The reactants are: [F:1][C:2]([F:9])([F:8])[C:3](OCC)=[O:4].[C:10]([O:13][CH2:14][CH3:15])(=[O:12])[CH3:11].[O-]CC.[Na+].